Dataset: Reaction yield outcomes from USPTO patents with 853,638 reactions. Task: Predict the reaction yield, written as a fraction of the theoretical maximum amount of product (1.0 means a 100% yield; for example, 0.34 means a 34% yield). (1) The reactants are [CH3:1][C:2]1[CH:3]=[CH:4][C:5]([N+:10]([O-:12])=[O:11])=[C:6]([CH:9]=1)[CH:7]=[O:8].[CH2:13]([OH:17])[CH2:14][CH2:15][CH3:16]. The catalyst is C1(C)C=CC=CC=1.C1(C)C=CC(S(O)(=O)=O)=CC=1. The product is [CH2:1]([O:8][CH:7]([O:17][CH2:13][CH2:14][CH2:15][CH3:16])[C:6]1[CH:9]=[C:2]([CH3:1])[CH:3]=[CH:4][C:5]=1[N+:10]([O-:12])=[O:11])[CH2:2][CH2:9][CH3:6]. The yield is 0.990. (2) The reactants are [CH2:1]([N:3]=[C:4]=[O:5])[CH3:2].[N:6]1([CH2:11][CH2:12][CH2:13][NH2:14])[CH2:10][CH2:9][CH2:8][CH2:7]1. The catalyst is C(Cl)(Cl)Cl. The product is [CH2:1]([NH:3][C:4]([NH:14][CH2:13][CH2:12][CH2:11][N:6]1[CH2:10][CH2:9][CH2:8][CH2:7]1)=[O:5])[CH3:2]. The yield is 0.964. (3) The reactants are [S:1]1[CH:5]=[CH:4][CH:3]=[C:2]1[CH2:6][C:7]([NH:9][CH2:10][C:11]([O:13]CC)=O)=[O:8].CC(C)([O-])C.[K+].O.Cl. The catalyst is C1(C)C=CC=CC=1. The product is [S:1]1[CH:5]=[CH:4][CH:3]=[C:2]1[CH:6]1[C:11](=[O:13])[CH2:10][NH:9][C:7]1=[O:8]. The yield is 0.940. (4) The reactants are [Br:1][C:2]1[CH:12]=[C:11]([C:13]#[N:14])[CH:10]=[CH:9][C:3]=1[O:4][CH2:5][C:6]([OH:8])=O.[CH:15]([NH:18][NH:19][C:20](=[O:27])[C:21]1[CH:26]=[CH:25][CH:24]=[CH:23][CH:22]=1)([CH3:17])[CH3:16].C(N(C(C)C)CC)(C)C.C1CN([P+](Br)(N2CCCC2)N2CCCC2)CC1.F[P-](F)(F)(F)(F)F. The catalyst is CN(C=O)C. The product is [Br:1][C:2]1[CH:12]=[C:11]([C:13]#[N:14])[CH:10]=[CH:9][C:3]=1[O:4][CH2:5][C:6]([N:18]([CH:15]([CH3:17])[CH3:16])[NH:19][C:20](=[O:27])[C:21]1[CH:26]=[CH:25][CH:24]=[CH:23][CH:22]=1)=[O:8]. The yield is 0.280. (5) The reactants are CS(Cl)(=O)=O.[OH:6][CH2:7][C:8]1[CH:9]=[C:10]([S:14][C:15]2[CH:16]=[C:17]([CH:20]=[CH:21][CH:22]=2)[C:18]#[N:19])[CH:11]=[CH:12][CH:13]=1.C(N(CC)CC)C.[OH:30][C:31]1[C:36]([CH2:37][CH2:38][CH3:39])=[C:35](O)[CH:34]=[CH:33][C:32]=1[C:41](=[O:43])[CH3:42].C(=O)([O-])[O-].[Cs+].[Cs+]. The catalyst is ClCCl.CN(C)C=O.C(OCC)C. The product is [C:41]([C:32]1[CH:33]=[CH:34][C:35]([O:6][CH2:7][C:8]2[CH:9]=[C:10]([S:14][C:15]3[CH:16]=[C:17]([CH:20]=[CH:21][CH:22]=3)[C:18]#[N:19])[CH:11]=[CH:12][CH:13]=2)=[C:36]([CH2:37][CH2:38][CH3:39])[C:31]=1[OH:30])(=[O:43])[CH3:42]. The yield is 0.760. (6) The reactants are [CH2:1]([O:3][C:4]1[CH:5]=[C:6]([CH:10]=[CH:11][C:12]=1[O:13][CH2:14][C:15]1[CH:16]=[N:17][C:18]([O:21][CH3:22])=[CH:19][CH:20]=1)[CH:7]=[N:8]O)[CH3:2]. The catalyst is C(O)(=O)C.C(OCC)(=O)C.[Zn]. The product is [CH2:1]([O:3][C:4]1[CH:5]=[C:6]([CH2:7][NH2:8])[CH:10]=[CH:11][C:12]=1[O:13][CH2:14][C:15]1[CH:16]=[N:17][C:18]([O:21][CH3:22])=[CH:19][CH:20]=1)[CH3:2]. The yield is 0.950.